The task is: Predict the reaction yield, written as a fraction of the theoretical maximum amount of product (1.0 means a 100% yield; for example, 0.34 means a 34% yield).. This data is from Reaction yield outcomes from USPTO patents with 853,638 reactions. (1) The reactants are I.[NH2:2][C:3]1[C:4]([C:11]([NH:13][C:14](=[NH:17])SC)=[O:12])=[N:5][C:6]([Cl:10])=[C:7]([NH2:9])[N:8]=1.Br.[OH:19][C:20]1[CH:25]=[CH:24][C:23]([CH2:26][CH2:27][CH2:28][CH2:29][NH2:30])=[CH:22][CH:21]=1. The catalyst is C1COCC1.C(N(CC)CC)C. The product is [ClH:10].[OH:19][C:20]1[CH:21]=[CH:22][C:23]([CH2:26][CH2:27][CH2:28][CH2:29][NH:30][C:14]([NH:13][C:11]([C:4]2[C:3]([NH2:2])=[N:8][C:7]([NH2:9])=[C:6]([Cl:10])[N:5]=2)=[O:12])=[NH:17])=[CH:24][CH:25]=1. The yield is 0.410. (2) The reactants are [H-].[Na+].[N+:3]([C:6]1[CH:14]=[C:13]2[C:9]([CH:10]=[N:11][NH:12]2)=[CH:8][CH:7]=1)([O-:5])=[O:4].I[CH3:16]. The catalyst is C1COCC1. The product is [CH3:16][N:12]1[C:13]2[C:9](=[CH:8][CH:7]=[C:6]([N+:3]([O-:5])=[O:4])[CH:14]=2)[CH:10]=[N:11]1. The yield is 0.410.